Predict the reactants needed to synthesize the given product. From a dataset of Full USPTO retrosynthesis dataset with 1.9M reactions from patents (1976-2016). Given the product [CH2:1]([S:3]([N:6]1[CH2:11][CH2:10][CH:9]([C:12]2[C:20]3[C:15](=[C:16]([C:29]([NH2:31])=[O:30])[CH:17]=[C:18]([C:21]4[CH:26]=[CH:25][CH:24]=[C:23]([CH2:27][NH:35][CH2:34][CH:33]([CH3:36])[CH3:32])[CH:22]=4)[CH:19]=3)[NH:14][CH:13]=2)[CH2:8][CH2:7]1)(=[O:5])=[O:4])[CH3:2], predict the reactants needed to synthesize it. The reactants are: [CH2:1]([S:3]([N:6]1[CH2:11][CH2:10][CH:9]([C:12]2[C:20]3[C:15](=[C:16]([C:29]([NH2:31])=[O:30])[CH:17]=[C:18]([C:21]4[CH:26]=[CH:25][CH:24]=[C:23]([CH:27]=O)[CH:22]=4)[CH:19]=3)[NH:14][CH:13]=2)[CH2:8][CH2:7]1)(=[O:5])=[O:4])[CH3:2].[CH3:32][CH:33]([CH3:36])[CH2:34][NH2:35].[BH4-].[Na+].